The task is: Predict the reaction yield, written as a fraction of the theoretical maximum amount of product (1.0 means a 100% yield; for example, 0.34 means a 34% yield).. This data is from Reaction yield outcomes from USPTO patents with 853,638 reactions. (1) The reactants are [Br:1][C:2]1[CH:3]=[C:4]([F:13])[CH:5]=[C:6]2[C:11]=1[N:10]=[C:9](O)[N:8]=[CH:7]2.P(Cl)(Cl)([Cl:16])=O. No catalyst specified. The product is [Br:1][C:2]1[CH:3]=[C:4]([F:13])[CH:5]=[C:6]2[C:11]=1[N:10]=[C:9]([Cl:16])[N:8]=[CH:7]2. The yield is 0.890. (2) The reactants are [O:1]1[C:5]2[CH:6]=[C:7]([C:10]3([C:13]([OH:15])=[O:14])[CH2:12][CH2:11]3)[CH:8]=[CH:9][C:4]=2[CH:3]=[CH:2]1. The catalyst is CO.O=[Pt]=O. The product is [O:1]1[C:5]2[CH:6]=[C:7]([C:10]3([C:13]([OH:15])=[O:14])[CH2:12][CH2:11]3)[CH:8]=[CH:9][C:4]=2[CH2:3][CH2:2]1. The yield is 0.420. (3) The reactants are [CH2:1]([O:3][P:4]([CH2:9][C:10]1[CH:15]=[CH:14][C:13]([NH:16][C:17]2[N:22]=[C:21]([NH:23][C:24]3[CH:25]=[CH:26][C:27]([C@H:35]4[CH2:40][CH2:39][C@H:38]([C:41]([O:43]CC)=[O:42])[CH2:37][CH2:36]4)=[C:28]4[C:32]=3[C:31](=[O:33])[N:30]([CH3:34])[CH2:29]4)[C:20]([C:46]([F:49])([F:48])[F:47])=[CH:19][N:18]=2)=[C:12]([O:50][CH3:51])[CH:11]=1)([O:6][CH2:7][CH3:8])=[O:5])[CH3:2].C1COCC1.CO.O.[OH-].[Li+].O. No catalyst specified. The product is [CH2:7]([O:6][P:4]([CH2:9][C:10]1[CH:15]=[CH:14][C:13]([NH:16][C:17]2[N:22]=[C:21]([NH:23][C:24]3[CH:25]=[CH:26][C:27]([C@H:35]4[CH2:40][CH2:39][C@H:38]([C:41]([OH:43])=[O:42])[CH2:37][CH2:36]4)=[C:28]4[C:32]=3[C:31](=[O:33])[N:30]([CH3:34])[CH2:29]4)[C:20]([C:46]([F:47])([F:49])[F:48])=[CH:19][N:18]=2)=[C:12]([O:50][CH3:51])[CH:11]=1)([O:3][CH2:1][CH3:2])=[O:5])[CH3:8]. The yield is 1.00. (4) The reactants are [O:1]=[C:2]1[C:6]2([CH2:11][CH2:10][N:9]([C:12]([O:14][CH2:15][C:16]3[CH:21]=[CH:20][CH:19]=[CH:18][CH:17]=3)=[O:13])[CH2:8][CH2:7]2)[N:5]([C:22]2[CH:27]=[CH:26][CH:25]=[CH:24][CH:23]=2)[CH2:4][NH:3]1.I[C:29]1[CH:38]=[CH:37][CH:36]=[CH:35][C:30]=1[C:31]([O:33][CH3:34])=[O:32].CNCCNC.C(O)(=O)CC(CC(O)=O)(C(O)=O)O. The yield is 0.616. The product is [CH3:34][O:33][C:31]([C:30]1[CH:35]=[CH:36][CH:37]=[CH:38][C:29]=1[N:3]1[C:2](=[O:1])[C:6]2([CH2:7][CH2:8][N:9]([C:12]([O:14][CH2:15][C:16]3[CH:17]=[CH:18][CH:19]=[CH:20][CH:21]=3)=[O:13])[CH2:10][CH2:11]2)[N:5]([C:22]2[CH:27]=[CH:26][CH:25]=[CH:24][CH:23]=2)[CH2:4]1)=[O:32]. The catalyst is C(#N)C.[Cu](I)I. (5) The reactants are [F:1][C:2]1[CH:39]=[CH:38][C:5]([C:6]([NH:8][C@@:9]([C:24]2[CH:29]=[C:28]([O:30][C:31]([F:36])([F:35])[CH:32]([F:34])[F:33])[CH:27]=[C:26]([F:37])[CH:25]=2)([C:17]2[CH:22]=[CH:21][C:20]([F:23])=[CH:19][CH:18]=2)[CH2:10][C:11]2[CH:16]=[CH:15][CH:14]=[CH:13][CH:12]=2)=O)=[CH:4][C:3]=1[C:40]([F:43])([F:42])[F:41].COC1C=CC(P2(SP(C3C=CC(OC)=CC=3)(=S)S2)=[S:53])=CC=1. The catalyst is C1(C)C=CC=CC=1. The product is [F:1][C:2]1[CH:39]=[CH:38][C:5]([C:6](=[S:53])[NH:8][C@@:9]([C:24]2[CH:29]=[C:28]([O:30][C:31]([F:36])([F:35])[CH:32]([F:34])[F:33])[CH:27]=[C:26]([F:37])[CH:25]=2)([C:17]2[CH:22]=[CH:21][C:20]([F:23])=[CH:19][CH:18]=2)[CH2:10][C:11]2[CH:16]=[CH:15][CH:14]=[CH:13][CH:12]=2)=[CH:4][C:3]=1[C:40]([F:43])([F:42])[F:41]. The yield is 0.830. (6) The reactants are [C:1]([N:4]1[C:13]2[C:8](=[CH:9][C:10]([C:14]#[CH:15])=[CH:11][CH:12]=2)[C@H:7]([NH:16][C:17]2[CH:22]=[CH:21][CH:20]=[C:19]([CH3:23])[N:18]=2)[CH2:6][C@@H:5]1[CH3:24])(=[O:3])[CH3:2].CN(C)C=O.C[Si]([N:34]=[N+:35]=[N-:36])(C)C. The catalyst is [Cu]I.CO. The product is [C:1]([N:4]1[C:13]2[C:8](=[CH:9][C:10]([C:14]3[N:34]=[N:35][NH:36][CH:15]=3)=[CH:11][CH:12]=2)[C@H:7]([NH:16][C:17]2[CH:22]=[CH:21][CH:20]=[C:19]([CH3:23])[N:18]=2)[CH2:6][C@@H:5]1[CH3:24])(=[O:3])[CH3:2]. The yield is 0.0294. (7) The reactants are [C:1]1([P:7]([C:14]2[CH:19]=[CH:18][CH:17]=[CH:16][CH:15]=2)[C:8]2[CH:13]=[CH:12][CH:11]=[CH:10][CH:9]=2)[CH:6]=[CH:5][CH:4]=[CH:3][CH:2]=1.[Br:20][CH2:21][C:22]1[CH:31]=[CH:30][CH:29]=[CH:28][C:23]=1[C:24]([O:26][CH3:27])=[O:25].C(OCC)C. The catalyst is C(#N)C. The product is [Br-:20].[CH3:27][O:26][C:24]([C:23]1[CH:28]=[CH:29][CH:30]=[CH:31][C:22]=1[CH2:21][P+:7]([C:1]1[CH:2]=[CH:3][CH:4]=[CH:5][CH:6]=1)([C:8]1[CH:13]=[CH:12][CH:11]=[CH:10][CH:9]=1)[C:14]1[CH:15]=[CH:16][CH:17]=[CH:18][CH:19]=1)=[O:25]. The yield is 0.810. (8) The reactants are [N+:1]([C:4]1[CH:10]=[CH:9][C:7]([NH2:8])=[CH:6][C:5]=1[C:11]([F:14])([F:13])[F:12])([O-:3])=[O:2].[CH3:15][C:16]([CH3:21])([CH3:20])[C:17](Cl)=[O:18]. The catalyst is C(Cl)Cl. The product is [N+:1]([C:4]1[CH:10]=[CH:9][C:7]([NH:8][C:17](=[O:18])[C:16]([CH3:21])([CH3:20])[CH3:15])=[CH:6][C:5]=1[C:11]([F:12])([F:13])[F:14])([O-:3])=[O:2]. The yield is 0.810. (9) The reactants are [O:1]1[C:5]2[CH:6]=[CH:7][C:8]([C:10](Cl)=[O:11])=[CH:9][C:4]=2[O:3][CH2:2]1.[NH2:13][C@@H:14]([C:19]([OH:21])=[O:20])[CH2:15][CH:16]([CH3:18])[CH3:17]. No catalyst specified. The product is [O:3]1[C:4]2[CH:9]=[C:8]([C:10]([NH:13][C@H:14]([CH2:15][CH:16]([CH3:18])[CH3:17])[C:19]([OH:21])=[O:20])=[O:11])[CH:7]=[CH:6][C:5]=2[O:1][CH2:2]1. The yield is 0.550. (10) The reactants are [NH2:1][C:2]1[CH:3]=[CH:4][C:5]2[O:9][C:8](=[O:10])[NH:7][C:6]=2[CH:11]=1.[Cl:12][C:13]1[N:18]=[C:17](Cl)[C:16]([CH3:20])=[CH:15][N:14]=1.CO. The catalyst is O. The product is [Cl:12][C:13]1[N:18]=[C:17]([NH:1][C:2]2[CH:3]=[CH:4][C:5]3[O:9][C:8](=[O:10])[NH:7][C:6]=3[CH:11]=2)[C:16]([CH3:20])=[CH:15][N:14]=1. The yield is 0.710.